Dataset: Forward reaction prediction with 1.9M reactions from USPTO patents (1976-2016). Task: Predict the product of the given reaction. (1) Given the reactants Br[C:2]1[CH:7]=[CH:6][C:5]([CH2:8][O:9][CH3:10])=[CH:4][CH:3]=1.C([Li])CCC.[O:16]=[C:17]1[CH2:22][CH2:21][N:20](C(OCC)=O)[CH2:19][CH2:18]1.[Cl-].[NH4+].[OH-].[K+], predict the reaction product. The product is: [CH3:10][O:9][CH2:8][C:5]1[CH:6]=[CH:7][C:2]([C:17]2([OH:16])[CH2:22][CH2:21][NH:20][CH2:19][CH2:18]2)=[CH:3][CH:4]=1. (2) Given the reactants [C:1]([O:5][C:6]([N:8]1[CH2:13][CH2:12][NH:11][CH2:10][CH2:9]1)=[O:7])([CH3:4])([CH3:3])[CH3:2].C(N(CC)CC)C.[CH3:21][S:22](Cl)(=[O:24])=[O:23], predict the reaction product. The product is: [C:1]([O:5][C:6]([N:8]1[CH2:13][CH2:12][N:11]([S:22]([CH3:21])(=[O:24])=[O:23])[CH2:10][CH2:9]1)=[O:7])([CH3:4])([CH3:2])[CH3:3]. (3) Given the reactants [CH:1]([NH:4]C(C)C)(C)[CH3:2].C([Li])CCC.C(#N)C.[F:16][C:17]1[CH:24]=[CH:23][C:20]([C:21]#[N:22])=[CH:19][CH:18]=1, predict the reaction product. The product is: [NH2:22][C:21]([C:20]1[CH:23]=[CH:24][C:17]([F:16])=[CH:18][CH:19]=1)=[CH:2][C:1]#[N:4].